This data is from Full USPTO retrosynthesis dataset with 1.9M reactions from patents (1976-2016). The task is: Predict the reactants needed to synthesize the given product. Given the product [Br:22][C:2]1[CH:10]=[CH:9][C:5]([C:6]([OH:8])=[O:7])=[C:4]([OH:11])[CH:3]=1, predict the reactants needed to synthesize it. The reactants are: N[C:2]1[CH:10]=[CH:9][C:5]([C:6]([OH:8])=[O:7])=[C:4]([OH:11])[CH:3]=1.N([O-])=O.[Na+].C(OCC)(=O)C.[BrH:22].